From a dataset of Full USPTO retrosynthesis dataset with 1.9M reactions from patents (1976-2016). Predict the reactants needed to synthesize the given product. Given the product [Br:1][C:2]1[CH:3]=[C:4]([C:8]([NH:10][CH:11]2[CH2:16][CH2:15][N:14]([C:17]3[CH:18]=[C:19]([CH:24]=[C:25]([Cl:27])[N:26]=3)[C:20]([OH:22])=[O:21])[CH2:13][CH2:12]2)=[O:9])[NH:5][C:6]=1[CH3:7], predict the reactants needed to synthesize it. The reactants are: [Br:1][C:2]1[CH:3]=[C:4]([C:8]([NH:10][CH:11]2[CH2:16][CH2:15][N:14]([C:17]3[CH:18]=[C:19]([CH:24]=[C:25]([Cl:27])[N:26]=3)[C:20]([O:22]C)=[O:21])[CH2:13][CH2:12]2)=[O:9])[NH:5][C:6]=1[CH3:7].[OH-].[Li+].Cl.